From a dataset of Full USPTO retrosynthesis dataset with 1.9M reactions from patents (1976-2016). Predict the reactants needed to synthesize the given product. (1) Given the product [CH2:1]([C@H:8]([NH:30][C:31]1[CH:36]=[CH:35][NH:34][C:33](=[O:37])[C:32]=1[C:38]1[NH:42][C:41]2[CH:43]=[C:44]([C:49]3[CH:54]=[CH:53][CH:52]=[CH:51][CH:50]=3)[CH:45]=[C:46]([CH3:47])[C:40]=2[N:39]=1)[CH2:9][OH:10])[C:2]1[CH:7]=[CH:6][CH:5]=[CH:4][CH:3]=1, predict the reactants needed to synthesize it. The reactants are: [CH2:1]([C@H:8]([NH:30][C:31]1[CH:36]=[CH:35][NH:34][C:33](=[O:37])[C:32]=1[C:38]1[NH:42][C:41]2[CH:43]=[C:44](Br)[CH:45]=[C:46]([CH3:47])[C:40]=2[N:39]=1)[CH2:9][O:10]C(C1C=CC=CC=1)(C1C=CC=CC=1)C1C=CC=CC=1)[C:2]1[CH:7]=[CH:6][CH:5]=[CH:4][CH:3]=1.[C:49]1(B(O)O)[CH:54]=[CH:53][CH:52]=[CH:51][CH:50]=1.C([O-])([O-])=O.[K+].[K+]. (2) Given the product [CH3:25][O:24][C:7]1[CH:6]=[CH:5][C:4]2[N:3]=[C:2]([NH:36][C:35]3[CH:34]=[CH:33][C:32]([N:26]4[CH2:31][CH2:30][CH2:29][CH2:28][CH2:27]4)=[CH:38][CH:37]=3)[C:11]3=[N:12][NH:13][CH:14]=[C:10]3[C:9]=2[CH:8]=1, predict the reactants needed to synthesize it. The reactants are: Cl[C:2]1[C:11]2=[N:12][N:13](CC3C=CC(OC)=CC=3)[CH:14]=[C:10]2[C:9]2[CH:8]=[C:7]([O:24][CH3:25])[CH:6]=[CH:5][C:4]=2[N:3]=1.[N:26]1([C:32]2[CH:38]=[CH:37][C:35]([NH2:36])=[CH:34][CH:33]=2)[CH2:31][CH2:30][CH2:29][CH2:28][CH2:27]1.Cl. (3) Given the product [Cl:1][C:2]1[N:6]2[CH:7]=[C:8]([C:15]3[CH2:16][NH:17][CH:18]=[N:19][CH:20]=3)[CH:9]=[C:10]([C:11]([F:13])([F:14])[F:12])[C:5]2=[N:4][C:3]=1[C:21]([N:23]1[CH2:27][CH2:26][CH:25]([C:28]2[CH:33]=[CH:32][CH:31]=[C:30]([F:34])[CH:29]=2)[CH2:24]1)=[O:22], predict the reactants needed to synthesize it. The reactants are: [Cl:1][C:2]1[N:6]2[CH:7]=[C:8]([C:15]3[CH:16]=[N:17][CH:18]=[N:19][CH:20]=3)[CH:9]=[C:10]([C:11]([F:14])([F:13])[F:12])[C:5]2=[N:4][C:3]=1[C:21]([N:23]1[CH2:27][CH2:26][CH:25]([C:28]2[CH:33]=[CH:32][CH:31]=[C:30]([F:34])[CH:29]=2)[CH2:24]1)=[O:22].C([SiH](CC)CC)C.